This data is from Reaction yield outcomes from USPTO patents with 853,638 reactions. The task is: Predict the reaction yield, written as a fraction of the theoretical maximum amount of product (1.0 means a 100% yield; for example, 0.34 means a 34% yield). (1) No catalyst specified. The product is [OH:1][CH:2]1[CH2:6][N:5]([CH:37]2[CH2:38][CH2:39][O:34][CH2:35][CH2:36]2)[CH:4]([CH2:7][N:8]([CH2:24][C:25]([CH3:33])=[CH:26][C:27]2[CH:28]=[CH:29][CH:30]=[CH:31][CH:32]=2)[C:9]([C:11]2[CH:21]=[C:20]([O:22][CH3:23])[C:14]3[O:15][C:16]([CH3:19])([CH3:18])[O:17][C:13]=3[CH:12]=2)=[O:10])[CH2:3]1. The reactants are [OH:1][CH:2]1[CH2:6][NH:5][CH:4]([CH2:7][N:8]([CH2:24][C:25]([CH3:33])=[CH:26][C:27]2[CH:32]=[CH:31][CH:30]=[CH:29][CH:28]=2)[C:9]([C:11]2[CH:21]=[C:20]([O:22][CH3:23])[C:14]3[O:15][C:16]([CH3:19])([CH3:18])[O:17][C:13]=3[CH:12]=2)=[O:10])[CH2:3]1.[O:34]1[CH2:39][CH2:38][C:37](=O)[CH2:36][CH2:35]1.C(O)(=O)C.C([BH3-])#N.[Na+].Cl. The yield is 0.650. (2) The reactants are [NH2:1][C:2]1[CH:10]=[CH:9][CH:8]=[C:7]2[C:3]=1[C:4](=[O:20])[N:5]([CH:12]1[CH2:17][CH2:16][C:15](=[O:18])[NH:14][C:13]1=[O:19])[C:6]2=[O:11].[O:21]1[CH:25]=[CH:24][CH:23]=[C:22]1[C:26](Cl)=[O:27]. The catalyst is C1COCC1. The product is [O:19]=[C:13]1[CH:12]([N:5]2[C:4](=[O:20])[C:3]3[C:7](=[CH:8][CH:9]=[CH:10][C:2]=3[NH:1][C:26]([C:22]3[O:21][CH:25]=[CH:24][CH:23]=3)=[O:27])[C:6]2=[O:11])[CH2:17][CH2:16][C:15](=[O:18])[NH:14]1. The yield is 0.880. (3) The reactants are [CH:1]1([O:7][C:8]2[CH:15]=[CH:14][CH:13]=[C:12]([N+:16]([O-:18])=[O:17])[C:9]=2[C:10]#[N:11])[CH2:6][CH2:5][CH2:4][CH:3]=[CH:2]1.C1C[O:22]CC1.[OH2:24]. The catalyst is O=[Os](=O)(=O)=O. The product is [OH:24][CH:2]1[CH:3]([OH:22])[CH2:4][CH2:5][CH2:6][CH:1]1[O:7][C:8]1[CH:15]=[CH:14][CH:13]=[C:12]([N+:16]([O-:18])=[O:17])[C:9]=1[C:10]#[N:11]. The yield is 0.640.